This data is from Forward reaction prediction with 1.9M reactions from USPTO patents (1976-2016). The task is: Predict the product of the given reaction. (1) Given the reactants FC1C=C(C[C@H](NC(=O)OC(C)(C)C)C2C(C3C=NC(NN)=CC=3)=CC=C(C#CC(O)(C)C)N=2)C=C(F)C=1.[NH2:39][C:40]1[C:48]2[C:43](=[C:44]([C:50]3[C:51]([C@@H:62]([NH:72]C(=O)OC(C)(C)C)[CH2:63][C:64]4[CH:69]=[C:68]([F:70])[CH:67]=[C:66]([F:71])[CH:65]=4)=[N:52][C:53]([C:56]#[C:57][C:58]([CH3:61])([CH3:60])[CH3:59])=[CH:54][CH:55]=3)[CH:45]=[CH:46][C:47]=2[Cl:49])[N:42]([CH3:80])[N:41]=1, predict the reaction product. The product is: [NH2:72][C@H:62]([C:51]1[C:50]([C:44]2[CH:45]=[CH:46][C:47]([Cl:49])=[C:48]3[C:43]=2[N:42]([CH3:80])[N:41]=[C:40]3[NH2:39])=[CH:55][CH:54]=[C:53]([C:56]#[C:57][C:58]([CH3:61])([CH3:60])[CH3:59])[N:52]=1)[CH2:63][C:64]1[CH:69]=[C:68]([F:70])[CH:67]=[C:66]([F:71])[CH:65]=1. (2) Given the reactants [CH2:1]([O:8][C:9](=[O:15])[C@H:10]([CH:12]([CH3:14])[CH3:13])[NH2:11])[C:2]1[CH:7]=[CH:6][CH:5]=[CH:4][CH:3]=1.[C:16](Cl)(=[O:21])[CH2:17][CH2:18][CH2:19][CH3:20], predict the reaction product. The product is: [CH2:1]([O:8][C:9](=[O:15])[C@H:10]([CH:12]([CH3:13])[CH3:14])[NH:11][C:16](=[O:21])[CH2:17][CH2:18][CH2:19][CH3:20])[C:2]1[CH:7]=[CH:6][CH:5]=[CH:4][CH:3]=1. (3) Given the reactants [CH2:1]([N:3]1[C:15]2[C:14]([CH3:16])=[N:13][C:12]([C:17](O)=O)=[CH:11][C:10]=2[C:9]2[C:4]1=[CH:5][CH:6]=[CH:7][CH:8]=2)[CH3:2].S(Cl)(Cl)=O.[NH2:24][C:25]1[CH:26]=[C:27]([CH:31]=[CH:32][C:33]=1[NH:34][CH2:35][CH:36]1[CH2:38][CH2:37]1)[C:28]([OH:30])=[O:29], predict the reaction product. The product is: [CH:36]1([CH2:35][N:34]2[C:33]3[CH:32]=[CH:31][C:27]([C:28]([OH:30])=[O:29])=[CH:26][C:25]=3[N:24]=[C:17]2[C:12]2[N:13]=[C:14]([CH3:16])[C:15]3[N:3]([CH2:1][CH3:2])[C:4]4[C:9]([C:10]=3[CH:11]=2)=[CH:8][CH:7]=[CH:6][CH:5]=4)[CH2:38][CH2:37]1. (4) Given the reactants [C:1]([C:9]1[N:14]=[CH:13][C:12]([C:15]([OH:17])=O)=[CH:11][N:10]=1)(=[O:8])[C:2]1[CH:7]=[CH:6][CH:5]=[CH:4][CH:3]=1.C(Cl)(=O)C(Cl)=O.[N:24]1([NH2:30])[CH2:29][CH2:28][O:27][CH2:26][CH2:25]1.CCN(C(C)C)C(C)C, predict the reaction product. The product is: [N:24]1([NH:30][C:15]([C:12]2[CH:13]=[N:14][C:9]([C:1](=[O:8])[C:2]3[CH:3]=[CH:4][CH:5]=[CH:6][CH:7]=3)=[N:10][CH:11]=2)=[O:17])[CH2:29][CH2:28][O:27][CH2:26][CH2:25]1. (5) Given the reactants C([O:8][C:9](=[O:22])[CH2:10][N:11]1[C:15]2[CH:16]=[CH:17][CH:18]=[CH:19][C:14]=2[N:13]([CH3:20])[C:12]1=[O:21])C1C=CC=CC=1, predict the reaction product. The product is: [CH3:20][N:13]1[C:14]2[CH:19]=[CH:18][CH:17]=[CH:16][C:15]=2[N:11]([CH2:10][C:9]([OH:22])=[O:8])[C:12]1=[O:21]. (6) Given the reactants [F:1][C:2]1[C:7]([O:8][C:9]2[CH:14]=[CH:13][CH:12]=[CH:11][CH:10]=2)=[C:6]([F:15])[CH:5]=[CH:4][C:3]=1[CH:16]([NH2:19])[CH2:17][CH3:18].[C:20]([CH:23]1[CH2:28][CH2:27][CH2:26][CH2:25][C:24]1=[O:29])(=O)[CH3:21].C(O)(=O)C.C(O[BH-](OC(=O)C)OC(=O)C)(=O)C.[Na+].C(=O)([O-])O.[Na+], predict the reaction product. The product is: [F:1][C:2]1[C:7]([O:8][C:9]2[CH:14]=[CH:13][CH:12]=[CH:11][CH:10]=2)=[C:6]([F:15])[CH:5]=[CH:4][C:3]=1[CH:16]([NH:19][CH:20]([CH:23]1[CH2:28][CH2:27][CH2:26][CH2:25][CH:24]1[OH:29])[CH3:21])[CH2:17][CH3:18]. (7) The product is: [N:1]1[C:10]2[C:5](=[CH:6][C:7]([C:11]([O:13][CH3:18])=[O:12])=[CH:8][CH:9]=2)[CH:4]=[CH:3][CH:2]=1. Given the reactants [N:1]1[C:10]2[C:5](=[CH:6][C:7]([C:11]([OH:13])=[O:12])=[CH:8][CH:9]=2)[CH:4]=[CH:3][CH:2]=1.S(Cl)(Cl)=O.[CH3:18]O, predict the reaction product. (8) Given the reactants [N:1]1[CH:6]=[CH:5][CH:4]=[C:3]([S:7]([O:10][C:11]2[CH:16]=[CH:15][C:14]([C:17]3[N:21]([C:22]4[CH:27]=[CH:26][C:25]([Cl:28])=[CH:24][C:23]=4[Cl:29])[N:20]=[C:19]([C:30]([NH:32][N:33]4[CH2:38][CH2:37][CH2:36][CH2:35][CH2:34]4)=[O:31])[C:18]=3[CH3:39])=[CH:13][CH:12]=2)(=[O:9])=[O:8])[CH:2]=1, predict the reaction product. The product is: [ClH:28].[N:1]1[CH:6]=[CH:5][CH:4]=[C:3]([S:7]([O:10][C:11]2[CH:12]=[CH:13][C:14]([C:17]3[N:21]([C:22]4[CH:27]=[CH:26][C:25]([Cl:28])=[CH:24][C:23]=4[Cl:29])[N:20]=[C:19]([C:30]([NH:32][N:33]4[CH2:34][CH2:35][CH2:36][CH2:37][CH2:38]4)=[O:31])[C:18]=3[CH3:39])=[CH:15][CH:16]=2)(=[O:9])=[O:8])[CH:2]=1. (9) Given the reactants [N+:1]([C:4]1[O:8][C:7]([C:9](Cl)=[O:10])=[CH:6][CH:5]=1)([O-:3])=[O:2].[CH2:12]([CH:19]1[CH2:24][CH2:23][N:22]([C:25]2[CH:26]=[C:27]([NH2:31])[CH:28]=[CH:29][CH:30]=2)[CH2:21][CH2:20]1)[C:13]1[CH:18]=[CH:17][CH:16]=[CH:15][CH:14]=1.CCN(CC)CC, predict the reaction product. The product is: [CH2:12]([CH:19]1[CH2:20][CH2:21][N:22]([C:25]2[CH:26]=[C:27]([NH:31][C:9]([C:7]3[O:8][C:4]([N+:1]([O-:3])=[O:2])=[CH:5][CH:6]=3)=[O:10])[CH:28]=[CH:29][CH:30]=2)[CH2:23][CH2:24]1)[C:13]1[CH:14]=[CH:15][CH:16]=[CH:17][CH:18]=1. (10) Given the reactants Br[C:2]1[CH:3]=[C:4]([NH:14][C:15](=[O:22])[C:16]2[CH:21]=[CH:20][CH:19]=[N:18][CH:17]=2)[CH:5]=[N:6][C:7]=1[O:8][CH2:9][C:10]([F:13])([F:12])[F:11].C1(C)C=CC=CC=1.[CH3:30][C:31]1[CH:32]=[C:33](B(O)O)[CH:34]=[CH:35][C:36]=1[CH3:37].C(=O)([O-])[O-].[Na+].[Na+], predict the reaction product. The product is: [CH3:30][C:31]1[CH:32]=[C:33]([C:2]2[CH:3]=[C:4]([NH:14][C:15](=[O:22])[C:16]3[CH:21]=[CH:20][CH:19]=[N:18][CH:17]=3)[CH:5]=[N:6][C:7]=2[O:8][CH2:9][C:10]([F:13])([F:12])[F:11])[CH:34]=[CH:35][C:36]=1[CH3:37].